Dataset: Forward reaction prediction with 1.9M reactions from USPTO patents (1976-2016). Task: Predict the product of the given reaction. (1) Given the reactants Br[CH2:2][CH2:3][CH2:4][O:5][CH:4]1[CH2:3][CH2:2]CC[O:5]1.[ClH:12].[CH3:13][C:14]1[C:23]2[C:18](=[CH:19][CH:20]=[CH:21][C:22]=2[NH:24][CH:25]2[CH2:30][CH2:29][NH:28][CH2:27][CH2:26]2)[CH:17]=[N:16][CH:15]=1, predict the reaction product. The product is: [ClH:12].[OH:5][CH2:4][CH2:3][CH2:2][N:28]1[CH2:29][CH2:30][CH:25]([NH:24][C:22]2[CH:21]=[CH:20][CH:19]=[C:18]3[C:23]=2[C:14]([CH3:13])=[CH:15][N:16]=[CH:17]3)[CH2:26][CH2:27]1. (2) Given the reactants [OH:1][C@H:2]([C:24]1[C:33]2[C:28](=[CH:29][CH:30]=[C:31]([O:34][CH3:35])[CH:32]=2)[N:27]=[CH:26][CH:25]=1)[CH2:3][CH2:4][C@@H:5]1[CH2:10][CH2:9][N:8]([CH:11]2[CH2:14][CH:13]([C:15]3[CH:20]=[CH:19][CH:18]=[CH:17][CH:16]=3)[CH2:12]2)[CH2:7][C@@H:6]1[C:21]([NH2:23])=O.[OH-].C(CC[N+](S(=O)(=O)NC(O)=O)(CC)CC)C.O, predict the reaction product. The product is: [OH:1][C@H:2]([C:24]1[C:33]2[C:28](=[CH:29][CH:30]=[C:31]([O:34][CH3:35])[CH:32]=2)[N:27]=[CH:26][CH:25]=1)[CH2:3][CH2:4][C@@H:5]1[CH2:10][CH2:9][N:8]([CH:11]2[CH2:12][CH:13]([C:15]3[CH:20]=[CH:19][CH:18]=[CH:17][CH:16]=3)[CH2:14]2)[CH2:7][C@@H:6]1[C:21]#[N:23]. (3) The product is: [CH3:40][N:1]1[CH:5]=[CH:4][N:3]=[C:2]1[C@H:6]1[C@H:15]2[CH2:16][CH2:17][N:18]([C:19]([C@H:21]3[CH2:26][CH2:25][CH2:24][CH2:23][C@H:22]3[NH:27][C:28](=[O:35])[C:29]3[CH:30]=[CH:31][CH:32]=[CH:33][CH:34]=3)=[O:20])[C@H:14]2[C:13]2[CH:12]=[CH:11][CH:10]=[CH:9][C:8]=2[NH:7]1. Given the reactants [NH:1]1[CH:5]=[CH:4][N:3]=[C:2]1[C@H:6]1[C@H:15]2[CH2:16][CH2:17][N:18]([C:19]([C@H:21]3[CH2:26][CH2:25][CH2:24][CH2:23][C@H:22]3[NH:27][C:28](=[O:35])[C:29]3[CH:34]=[CH:33][CH:32]=[CH:31][CH:30]=3)=[O:20])[C@H:14]2[C:13]2[CH:12]=[CH:11][CH:10]=[CH:9][C:8]=2[NH:7]1.[H-].[Na+].[I-].O.[CH3:40]N(C=O)C, predict the reaction product.